This data is from Forward reaction prediction with 1.9M reactions from USPTO patents (1976-2016). The task is: Predict the product of the given reaction. (1) Given the reactants [C:1]([C:3]1[CH:4]=[C:5]([CH3:12])[C:6]([C:9](O)=[O:10])=[N:7][CH:8]=1)#[N:2].C(Cl)(=O)C([Cl:16])=O.CN(C)C=O.C1(C)C=CC=CC=1, predict the reaction product. The product is: [C:1]([C:3]1[CH:4]=[C:5]([CH3:12])[C:6]([C:9]([Cl:16])=[O:10])=[N:7][CH:8]=1)#[N:2]. (2) Given the reactants C(=O)([O-])[O-].[K+].[K+].Br[CH2:8][CH2:9][O:10]C1CCCCO1.[I-].C([NH3+])CCC.[Cl:23][C:24]1[CH:29]=[C:28]([O:30][CH3:31])[CH:27]=[CH:26][C:25]=1[C:32]1[NH:37][C:36](=[O:38])[C:35]2=[C:39]([CH:43]([CH2:46][CH3:47])[CH2:44][CH3:45])[CH:40]=[C:41]([CH3:42])[N:34]2[N:33]=1, predict the reaction product. The product is: [Cl:23][C:24]1[CH:29]=[C:28]([O:30][CH3:31])[CH:27]=[CH:26][C:25]=1[C:32]1[N:37]([CH2:8][CH2:9][OH:10])[C:36](=[O:38])[C:35]2=[C:39]([CH:43]([CH2:46][CH3:47])[CH2:44][CH3:45])[CH:40]=[C:41]([CH3:42])[N:34]2[N:33]=1. (3) Given the reactants [N+:1]([C:4]1[CH:5]=[C:6]([CH:10]=[CH:11][CH:12]=1)[C:7]([OH:9])=O)([O-:3])=[O:2].[O:13]1[CH2:16][CH:15]([NH2:17])[CH2:14]1.CCN=C=NCCCN(C)C.Cl, predict the reaction product. The product is: [N+:1]([C:4]1[CH:5]=[C:6]([CH:10]=[CH:11][CH:12]=1)[C:7]([NH:17][CH:15]1[CH2:16][O:13][CH2:14]1)=[O:9])([O-:3])=[O:2]. (4) The product is: [F:49][C:46]1[CH:47]=[CH:48][C:43]([CH:40]2[CH2:39][N:38]3[CH:51]=[C:35]([C:33]([OH:34])=[O:32])[N:36]=[C:37]3[CH2:42][CH2:41]2)=[CH:44][C:45]=1[CH3:50]. Given the reactants FC1C=CC(OB(O)O)=CC=1C.[F-].[K+].C(OC(C1N=C2C=CC(Br)=CN2C=1)=O)C.C([O:32][C:33]([C:35]1[N:36]=[C:37]2[CH:42]=[CH:41][C:40]([C:43]3[CH:48]=[CH:47][C:46]([F:49])=[C:45]([CH3:50])[CH:44]=3)=[CH:39][N:38]2[CH:51]=1)=[O:34])C.[OH-].[Na+].FC1C=CC(C2C=CC3N(C=C(C(O)=O)N=3)C=2)=CC=1C.Cl, predict the reaction product. (5) Given the reactants Cl.[Cl-].[NH4+].C([N:6](CC)CC)C.Cl.CN(C)CCCN=C=NCC.ON1C2C=CC=CC=2N=N1.[Cl:33][C:34]1[CH:35]=[CH:36][C:37]2[N:38]([C:40]([C:44]3[S:45][C:46]([C:55](O)=[O:56])=[C:47]([C:49]4[CH:54]=[CH:53][CH:52]=[CH:51][CH:50]=4)[N:48]=3)=[C:41]([CH3:43])[N:42]=2)[N:39]=1, predict the reaction product. The product is: [ClH:33].[Cl:33][C:34]1[CH:35]=[CH:36][C:37]2[N:38]([C:40]([C:44]3[S:45][C:46]([C:55]([NH2:6])=[O:56])=[C:47]([C:49]4[CH:50]=[CH:51][CH:52]=[CH:53][CH:54]=4)[N:48]=3)=[C:41]([CH3:43])[N:42]=2)[N:39]=1. (6) Given the reactants Cl.[NH2:2][C:3]1([CH2:8]Cl)[CH2:7][CH2:6][CH2:5][CH2:4]1.[CH:10]([C:13]1[CH:18]=[C:17]([N+:19]([O-:21])=[O:20])[CH:16]=[CH:15][C:14]=1[N:22]=[C:23]=[S:24])([CH3:12])[CH3:11], predict the reaction product. The product is: [CH:10]([C:13]1[CH:18]=[C:17]([N+:19]([O-:21])=[O:20])[CH:16]=[CH:15][C:14]=1[N:22]=[C:23]1[S:24][CH2:8][C:3]2([CH2:7][CH2:6][CH2:5][CH2:4]2)[NH:2]1)([CH3:12])[CH3:11]. (7) Given the reactants F[C:2]1[CH:3]=[CH:4][C:5]([N+:8]([O-:10])=[O:9])=[N:6][CH:7]=1.[N:11]1([C:17]([O:19][C:20]([CH3:23])([CH3:22])[CH3:21])=[O:18])[CH2:16][CH2:15][NH:14][CH2:13][CH2:12]1.C(N(CC)CC)C, predict the reaction product. The product is: [N+:8]([C:5]1[N:6]=[CH:7][C:2]([N:14]2[CH2:13][CH2:12][N:11]([C:17]([O:19][C:20]([CH3:23])([CH3:22])[CH3:21])=[O:18])[CH2:16][CH2:15]2)=[CH:3][CH:4]=1)([O-:10])=[O:9].